This data is from Full USPTO retrosynthesis dataset with 1.9M reactions from patents (1976-2016). The task is: Predict the reactants needed to synthesize the given product. (1) Given the product [CH:1]1([C:4]2[CH:5]=[CH:6][C:7]([C:15]([NH:18][C@H:19]([CH2:22][CH:23]([CH3:25])[CH3:24])[CH2:20][OH:21])=[O:17])=[N:8][C:9]=2[O:10][CH2:11][CH:12]2[CH2:13][CH2:14]2)[CH2:2][CH2:3]1, predict the reactants needed to synthesize it. The reactants are: [CH:1]1([C:4]2[CH:5]=[CH:6][C:7]([C:15]([OH:17])=O)=[N:8][C:9]=2[O:10][CH2:11][CH:12]2[CH2:14][CH2:13]2)[CH2:3][CH2:2]1.[NH2:18][C@H:19]([CH2:22][CH:23]([CH3:25])[CH3:24])[CH2:20][OH:21]. (2) Given the product [CH3:1][O:2][C:3]1[CH:4]=[CH:5][C:6]([CH2:7][N:8]2[C:12]3[N:13]=[CH:14][C:15]4[CH2:16][N:17]([C:30](=[O:31])[CH2:29][C:23]5[CH:28]=[CH:27][CH:26]=[CH:25][CH:24]=5)[CH2:18][CH2:19][C:20]=4[C:11]=3[CH:10]=[N:9]2)=[CH:21][CH:22]=1, predict the reactants needed to synthesize it. The reactants are: [CH3:1][O:2][C:3]1[CH:22]=[CH:21][C:6]([CH2:7][N:8]2[C:12]3[N:13]=[CH:14][C:15]4[CH2:16][NH:17][CH2:18][CH2:19][C:20]=4[C:11]=3[CH:10]=[N:9]2)=[CH:5][CH:4]=1.[C:23]1([CH2:29][C:30](Cl)=[O:31])[CH:28]=[CH:27][CH:26]=[CH:25][CH:24]=1. (3) Given the product [C:1]([C:3]1[CH:4]=[C:5]([NH:6][C:19](=[O:20])[C:18]([F:29])([F:28])[F:17])[CH:7]=[CH:8][CH:9]=1)#[CH:2], predict the reactants needed to synthesize it. The reactants are: [C:1]([C:3]1[CH:4]=[C:5]([CH:7]=[CH:8][CH:9]=1)[NH2:6])#[CH:2].C(N(CC)CC)C.[F:17][C:18]([F:29])([F:28])[C:19](O[C:19](=[O:20])[C:18]([F:29])([F:28])[F:17])=[O:20]. (4) Given the product [Br:4][C:5]1[CH:6]=[CH:7][C:8]([C:12](=[NH:13])[NH:2][NH2:3])=[N:9][C:10]=1[CH3:11], predict the reactants needed to synthesize it. The reactants are: O.[NH2:2][NH2:3].[Br:4][C:5]1[CH:6]=[CH:7][C:8]([C:12]#[N:13])=[N:9][C:10]=1[CH3:11]. (5) Given the product [ClH:30].[CH3:14][O:15][C:16](=[O:27])/[CH:17]=[CH:18]/[C:19]1[CH:20]=[CH:21][C:22]([CH2:25][NH:6][CH2:5][CH2:4][C:3]2[C:7]3[C:12](=[CH:11][CH:10]=[CH:9][CH:8]=3)[NH:13][C:2]=2[CH3:1])=[CH:23][CH:24]=1, predict the reactants needed to synthesize it. The reactants are: [CH3:1][C:2]1[NH:13][C:12]2[C:7](=[CH:8][CH:9]=[CH:10][CH:11]=2)[C:3]=1[CH2:4][CH2:5][NH2:6].[CH3:14][O:15][C:16](=[O:27])/[CH:17]=[CH:18]/[C:19]1[CH:24]=[CH:23][C:22]([CH:25]=O)=[CH:21][CH:20]=1.[BH4-].[Na+].[ClH:30].[H][H].